This data is from Forward reaction prediction with 1.9M reactions from USPTO patents (1976-2016). The task is: Predict the product of the given reaction. (1) Given the reactants [OH:1][CH2:2][CH2:3][CH2:4][CH2:5][CH2:6][CH2:7][CH2:8][CH2:9][CH2:10][CH2:11][CH2:12][CH2:13][CH2:14][CH2:15][CH2:16][C:17]([OH:19])=[O:18].O1CCCC1.S([O-])([O-])(=O)=S.[Na+:30].[Na+], predict the reaction product. The product is: [Na+:30].[O:1]=[CH:2][CH2:3][CH2:4][CH2:5][CH2:6][CH2:7][CH2:8][CH2:9][CH2:10][CH2:11][CH2:12][CH2:13][CH2:14][CH2:15][CH2:16][C:17]([O-:19])=[O:18]. (2) Given the reactants [CH2:1]([O:3][C:4]([C:6]1[CH:7]=[N:8][C:9]2[C:14]([C:15]=1Cl)=[CH:13][CH:12]=[CH:11][C:10]=2[CH2:17][CH2:18][CH3:19])=[O:5])[CH3:2].[CH:20]1([NH2:25])[CH2:24][CH2:23][CH2:22][CH2:21]1, predict the reaction product. The product is: [CH2:1]([O:3][C:4]([C:6]1[CH:7]=[N:8][C:9]2[C:14]([C:15]=1[NH:25][CH:20]1[CH2:24][CH2:23][CH2:22][CH2:21]1)=[CH:13][CH:12]=[CH:11][C:10]=2[CH2:17][CH2:18][CH3:19])=[O:5])[CH3:2]. (3) Given the reactants [F:1][C:2]1[C:3]2[N:4]([CH:8]=[C:9]([CH2:11][C@@H:12]3[CH2:17][CH2:16][CH2:15][CH2:14][N:13]3C(OC(C)(C)C)=O)[N:10]=2)[CH:5]=[CH:6][CH:7]=1.Cl.O1CCOCC1, predict the reaction product. The product is: [F:1][C:2]1[C:3]2[N:4]([CH:8]=[C:9]([CH2:11][C@@H:12]3[CH2:17][CH2:16][CH2:15][CH2:14][NH:13]3)[N:10]=2)[CH:5]=[CH:6][CH:7]=1. (4) The product is: [OH:22][CH:9]([C:6]1[CH:5]=[CH:4][C:3]([C:1](=[N:29][OH:30])[NH2:2])=[CH:8][CH:7]=1)[CH2:10][N:11]1[CH2:12][CH:13]([C:15]([O:17][C:18]([CH3:19])([CH3:21])[CH3:20])=[O:16])[CH2:14]1. Given the reactants [C:1]([C:3]1[CH:8]=[CH:7][C:6]([CH:9]([OH:22])[CH2:10][N:11]2[CH2:14][CH:13]([C:15]([O:17][C:18]([CH3:21])([CH3:20])[CH3:19])=[O:16])[CH2:12]2)=[CH:5][CH:4]=1)#[N:2].C(=O)(O)[O-].[Na+].Cl.[NH2:29][OH:30], predict the reaction product. (5) Given the reactants [CH3:1][CH:2]1[CH2:3][N:4](C(NC2C=NC=CC=2)=O)[CH2:5][CH2:6]/[C:7]/1=[CH:8]\[C:9]1[CH:14]=[CH:13][CH:12]=[C:11]([O:15][C:16]2[CH:21]=[CH:20][C:19]([C:22]([F:25])([F:24])[F:23])=[CH:18][N:17]=2)[CH:10]=1, predict the reaction product. The product is: [CH3:1][CH:2]1[CH2:3][NH:4][CH2:5][CH2:6]/[C:7]/1=[CH:8]\[C:9]1[CH:10]=[C:11]([CH:12]=[CH:13][CH:14]=1)[O:15][C:16]1[CH:21]=[CH:20][C:19]([C:22]([F:23])([F:24])[F:25])=[CH:18][N:17]=1.